From a dataset of Experimentally validated miRNA-target interactions with 360,000+ pairs, plus equal number of negative samples. Binary Classification. Given a miRNA mature sequence and a target amino acid sequence, predict their likelihood of interaction. (1) Result: 0 (no interaction). The protein sequence of the target gene is MLDLNLDVDSTESTQNERDSITVKGVSLNQMDESVTSNSSVVNAEASSCIDGEDELCSTRTVKFQFEILKGGGEEEEEDDDERSAVMMTKEFFPVAKGMNFMDSSAQSSRSTVDISFQRGKQGGDFIGSGSGGGDASRVMQPPSQPVKKSRRGPRSKSSQYRGVTFYRRTGRWESHIWDCGKQVYLGGFDTAHAAARAYDRAAVKFRGLEADINFVIGDYEEDLKQMANLSKEEVVQVLRRQSSGFSRNNSRYQGVALQKIGGWGAQMEQLHGNMGCDKAAVQWKGREAASLIEPHASRM.... The miRNA is bta-miR-378 with sequence ACUGGACUUGGAGUCAGAAGGC. (2) The miRNA is hsa-miR-301a-3p with sequence CAGUGCAAUAGUAUUGUCAAAGC. The protein sequence of the target gene is MNVVFAVKQYISKMIEDSGPGMKVLLMDKETTGIVSMVYTQSEILQKEVYLFERIDSQNREIMKHLKAICFLRPTKENVDYIIQELRRPKYTIYFIYFSNVISKSDVKSLAEADEQEVVAEVQEFYGDYIAVNPHLFSLNILGCCQGRNWDPAQLSRTTQGLTALLLSLKKCPMIRYQLSSEAAKRLAECVKQVITKEYELFEFRRTEVPPLLLILDRCDDAITPLLNQWTYQAMVHELLGINNNRIDLSRVPGISKDLREVVLSAENDEFYANNMYLNFAEIGSNIKNLMEDFQKKKPK.... Result: 0 (no interaction). (3) The miRNA is hsa-miR-526b-3p with sequence GAAAGUGCUUCCUUUUAGAGGC. The protein sequence of the target gene is MENSDSNDKGSGDQSAAQRRSQMDRLDREEAFYQFVNNLSEEDYRLMRDNNLLGTPGESTEEELLRRLQQIKEGPPPQNSDENRGGDSSDDVSNGDSIIDWLNSVRQTGNTTRSGQRGNQSWRAVSRTNPNSGDFRFSLEINVNRNNGSQNSENENEPSARRSSGENVENNSQRQVENPRSESTSARPSRSERNSTEALTEVPPTRGQRRARSRSPDHRRTRARAERSRSPLHPMSEIPRRSHHSISSQTFEHPLVNETEGSSRTRHHVTLRQQISGPELLSRGLFAASGTRNASQGAGS.... Result: 1 (interaction). (4) The miRNA is cel-miR-40-3p with sequence UCACCGGGUGUACAUCAGCUAA. The protein sequence of the target gene is MAMGDDKSFDDEESVDGNRPSSAASAFKVPAPKTSGNPANSARKPGSAGGPKVGGASKEGGAGAVDEDDFIKAFTDVPSIQIYSSRELEETLNKIREILSDDKHDWDQRANALKKIRSLLVAGAAQYDCFFQHLRLLDGALKLSAKDLRSQVVREACITVAHLSTVLGNKFDHGAEAIVPTLFNLVPNSAKVMATSGCAAIRFIIRHTHVPRLIPLITSNCTSKSVPVRRRSFEFLDLLLQEWQTHSLERHAAVLVETIKKGIHDADAEARVEARKTYMGLRNHFPGEAETLYNSLEPSY.... Result: 0 (no interaction). (5) The miRNA is hsa-miR-1908-5p with sequence CGGCGGGGACGGCGAUUGGUC. The protein sequence of the target gene is MLSRLFRMHGLFVASHPWEVIVGTVTLTICMMSMNMFTGNNKICGWNYECPKFEEDVLSSDIIILTITRCIAILYIYFQFQNLRQLGSKYILGIAGLFTIFSSFVFSTVVIHFLDKELTGLNEALPFFLLLIDLSRASALAKFALSSNSQDEVRENIARGMAILGPTFTLDALVECLVIGVGTMSGVRQLEIMCCFGCMSVLANYFVFMTFFPACVSLVLELSRESREGRPIWQLSHFARVLEEEENKPNPVTQRVKMIMSLGLVLVHAHSRWIADPSPQNSTAEQAKVSLGLDEDVSKR.... Result: 0 (no interaction). (6) The miRNA is mmu-miR-344b-3p with sequence CAUUUAGCCAAAGCCUGACUGU. The protein sequence of the target gene is MEEVPPYSLSSTLFQQEEQSGVTYRIPALLYLPPTHTFLAFAEKRTSVRDEDAACLVLRRGLMKGRSVQWGPQRLLMEATLPGHRTMNPCPVWEKNTGRVYLFFICVRGHVTERCQIVWGKNAARLCFLCSEDAGCSWGEVKDLTEEVIGSEVKRWATFAVGPGHGIQLHSGRLIIPAYAYYVSRWFLCFACSVKPHSLMIYSDDFGVTWHHGKFIEPQVTGECQVAEVAGTAGNPVLYCSARTPSRFRAEAFSTDSGGCFQKPTLNPQLHEPRTGCQGSVVSFRPLKMPNTYQDSIGKG.... Result: 0 (no interaction). (7) The miRNA is mmu-miR-1904 with sequence GUUCUGCUCCUCUGGAGGGAGG. The protein sequence of the target gene is MFKRMAEFGPDSGGRVKGVTIVKPIVYGNVARYFGKKREEDGHTHQWTVYVKPYRNEDMSAYVKKIQFKLHESYGNPLRVVTKPPYEITETGWGEFEIIIKIFFIDPNERPVTLYHLLKLFQSDTNAMLGKKTVVSEFYDEMIFQDPTAMMQQLLTTSRQLTLGAYKHETEFAELEVKTREKLEAAKKKTSFEIAELKERLKASRETINCLKNEIRKLEEDDQAKDI. Result: 0 (no interaction).